Dataset: Acute oral toxicity (LD50) regression data from Zhu et al.. Task: Regression/Classification. Given a drug SMILES string, predict its toxicity properties. Task type varies by dataset: regression for continuous values (e.g., LD50, hERG inhibition percentage) or binary classification for toxic/non-toxic outcomes (e.g., AMES mutagenicity, cardiotoxicity, hepatotoxicity). Dataset: ld50_zhu. (1) The rat oral LD50 is 3.69, given as -log10 of the dose in mol/kg body weight (higher means more acutely toxic). The compound is Oc1ccc2[nH]c(C(F)(F)F)nc2c1. (2) The compound is O=C(O)C1CCc2cc(C3CCCCC3)c(Cl)cc21. The rat oral LD50 is 3.83, given as -log10 of the dose in mol/kg body weight (higher means more acutely toxic).